From a dataset of Full USPTO retrosynthesis dataset with 1.9M reactions from patents (1976-2016). Predict the reactants needed to synthesize the given product. (1) Given the product [CH3:27][O:1][C:2]1[C:14]2[CH2:13][O:12][C:11](=[O:15])[C:10]=2[C:9]([C:16]2[CH:20]=[CH:19][S:18][CH:17]=2)=[C:8]2[C:3]=1[CH:4]=[C:5]([O:23][CH3:24])[C:6]([O:21][CH3:22])=[CH:7]2, predict the reactants needed to synthesize it. The reactants are: [OH:1][C:2]1[C:14]2[CH2:13][O:12][C:11](=[O:15])[C:10]=2[C:9]([C:16]2[CH:20]=[CH:19][S:18][CH:17]=2)=[C:8]2[C:3]=1[CH:4]=[C:5]([O:23][CH3:24])[C:6]([O:21][CH3:22])=[CH:7]2.IC.[C:27](=O)([O-])[O-].[K+].[K+].[Cl-].[NH4+]. (2) Given the product [CH3:30][C:25]1[C:24]2[C:20]([CH2:19][N:12]3[C:13]4[CH:18]=[CH:17][CH:16]=[CH:15][C:14]=4[N:10]([CH:6]([CH2:7][CH2:8][CH3:9])[CH2:5][C:4]([OH:32])=[O:3])[C:11]3=[O:31])=[N:21][S:22][C:23]=2[CH:28]=[C:27]([CH3:29])[CH:26]=1, predict the reactants needed to synthesize it. The reactants are: C([O:3][C:4](=[O:32])[CH2:5][CH:6]([N:10]1[C:14]2[CH:15]=[CH:16][CH:17]=[CH:18][C:13]=2[N:12]([CH2:19][C:20]2[C:24]3[C:25]([CH3:30])=[CH:26][C:27]([CH3:29])=[CH:28][C:23]=3[S:22][N:21]=2)[C:11]1=[O:31])[CH2:7][CH2:8][CH3:9])C.O.[Li+].[OH-]. (3) Given the product [OH:21][CH:22]([C:24]1[CH:25]=[C:26]2[C:31](=[CH:32][CH:33]=1)[C:30](=[O:34])[O:29][CH2:28][CH2:27]2)[CH2:23][N:4]1[CH2:5][CH2:6][N:1]([C:7](=[O:20])[CH2:8][C:9]2[CH:10]=[CH:11][C:12]([N:15]3[CH:19]=[N:18][N:17]=[N:16]3)=[CH:13][CH:14]=2)[CH2:2][CH2:3]1, predict the reactants needed to synthesize it. The reactants are: [N:1]1([C:7](=[O:20])[CH2:8][C:9]2[CH:14]=[CH:13][C:12]([N:15]3[CH:19]=[N:18][N:17]=[N:16]3)=[CH:11][CH:10]=2)[CH2:6][CH2:5][NH:4][CH2:3][CH2:2]1.[O:21]1[CH2:23][CH:22]1[C:24]1[CH:25]=[C:26]2[C:31](=[CH:32][CH:33]=1)[C:30](=[O:34])[O:29][CH2:28][CH2:27]2. (4) Given the product [NH2:15][C:13]1[C:12]([OH:16])=[CH:11][N:10]=[C:9](/[CH:1]=[CH:2]/[C:3]2[CH:8]=[CH:7][CH:6]=[CH:5][CH:4]=2)[N:14]=1, predict the reactants needed to synthesize it. The reactants are: [CH:1](/[C:9]1[N:14]=[C:13]([NH2:15])[C:12]([O:16]C2CCCCO2)=[CH:11][N:10]=1)=[CH:2]\[C:3]1[CH:8]=[CH:7][CH:6]=[CH:5][CH:4]=1.Cl. (5) Given the product [CH2:22]([NH:21][CH2:20][CH:17]1[CH2:16][CH2:15][CH:14]([C:11]2[NH:12][CH:13]=[C:9]([C:5]3[CH:6]=[CH:7][CH:8]=[C:3]([C:2]([F:25])([F:26])[F:1])[CH:4]=3)[N:10]=2)[CH2:19][CH2:18]1)[CH3:23], predict the reactants needed to synthesize it. The reactants are: [F:1][C:2]([F:26])([F:25])[C:3]1[CH:4]=[C:5]([C:9]2[N:10]=[C:11]([CH:14]3[CH2:19][CH2:18][CH:17]([CH2:20][NH:21][C:22](=O)[CH3:23])[CH2:16][CH2:15]3)[NH:12][CH:13]=2)[CH:6]=[CH:7][CH:8]=1.CSC.B.CO.